From a dataset of Reaction yield outcomes from USPTO patents with 853,638 reactions. Predict the reaction yield, written as a fraction of the theoretical maximum amount of product (1.0 means a 100% yield; for example, 0.34 means a 34% yield). (1) The reactants are Br[C:2]1[CH:7]=[C:6]([F:8])[C:5]([F:9])=[CH:4][C:3]=1[C:10]1[CH:15]=[CH:14][C:13]([S:16]([CH3:19])(=[O:18])=[O:17])=[CH:12][CH:11]=1.[Cl:20][C:21]1[CH:22]=[C:23](B(O)O)[CH:24]=[CH:25][C:26]=1[N:27]([CH3:29])[CH3:28]. No catalyst specified. The product is [Cl:20][C:21]1[CH:22]=[C:23]([C:2]2[CH:7]=[C:6]([F:8])[C:5]([F:9])=[CH:4][C:3]=2[C:10]2[CH:15]=[CH:14][C:13]([S:16]([CH3:19])(=[O:18])=[O:17])=[CH:12][CH:11]=2)[CH:24]=[CH:25][C:26]=1[N:27]([CH3:29])[CH3:28]. The yield is 0.970. (2) The reactants are C(OCC1C(N2CCN3C4CCCCC=4C=C3C2=O)=NC=CC=1C1C=C(NC2C=CC(N3CCN(C4COC4)C[C@@H]3CC)=CN=2)C(=O)N(C)C=1)(=O)C.[C:53]([O:56][CH2:57][C:58]1[C:59]([N:73]2[CH2:85][CH2:84][N:76]3[C:77]4[CH2:78][CH2:79][CH2:80][CH2:81][C:82]=4[CH:83]=[C:75]3[C:74]2=[O:86])=[N:60][CH:61]=[CH:62][C:63]=1B1OC(C)(C)C(C)(C)O1)(=[O:55])[CH3:54].Cl[C:88]1[CH:89]=[C:90]([NH:96][C:97]2[CH:105]=[C:100]3[CH2:101][O:102][CH2:103][CH2:104][N:99]3[N:98]=2)[C:91](=[O:95])[N:92]([CH3:94])[N:93]=1. No catalyst specified. The product is [C:53]([O:56][CH2:57][C:58]1[C:59]([N:73]2[CH2:85][CH2:84][N:76]3[C:77]4[CH2:78][CH2:79][CH2:80][CH2:81][C:82]=4[CH:83]=[C:75]3[C:74]2=[O:86])=[N:60][CH:61]=[CH:62][C:63]=1[C:88]1[CH:89]=[C:90]([NH:96][C:97]2[CH:105]=[C:100]3[CH2:101][O:102][CH2:103][CH2:104][N:99]3[N:98]=2)[C:91](=[O:95])[N:92]([CH3:94])[N:93]=1)(=[O:55])[CH3:54]. The yield is 0.550. (3) The reactants are [NH2:1][C:2]1[C:11]2[C:6](=[C:7](Br)[CH:8]=[CH:9][CH:10]=2)[N:5]=[N:4][C:3]=1[C:13]([NH:15][CH:16]1[CH2:18][CH2:17]1)=[O:14].[CH3:19][O:20][C:21]1[C:26](B(O)O)=[CH:25][CH:24]=[C:23]([O:30][CH3:31])[N:22]=1. No catalyst specified. The product is [NH2:1][C:2]1[C:11]2[C:6](=[C:7]([C:26]3[C:21]([O:20][CH3:19])=[N:22][C:23]([O:30][CH3:31])=[CH:24][CH:25]=3)[CH:8]=[CH:9][CH:10]=2)[N:5]=[N:4][C:3]=1[C:13]([NH:15][CH:16]1[CH2:18][CH2:17]1)=[O:14]. The yield is 0.770. (4) The reactants are Cl[C:2]1[CH:7]=[C:6]([NH:8][C:9]2[CH:19]=[CH:18][CH:17]=[CH:16][C:10]=2[C:11]([NH:13][O:14][CH3:15])=[O:12])[C:5]([Cl:20])=[CH:4][N:3]=1.[CH3:21][N:22]1[CH:26]=[C:25]([NH2:27])[C:24]([CH3:28])=[N:23]1.C(=O)([O-])[O-].[Cs+].[Cs+].C1C=CC(P(C2C(C3C(P(C4C=CC=CC=4)C4C=CC=CC=4)=CC=C4C=3C=CC=C4)=C3C(C=CC=C3)=CC=2)C2C=CC=CC=2)=CC=1. The catalyst is C([O-])(=O)C.[Pd+2].C([O-])(=O)C.O1CCOCC1.C1COCC1. The product is [Cl:20][C:5]1[C:6]([NH:8][C:9]2[CH:19]=[CH:18][CH:17]=[CH:16][C:10]=2[C:11]([NH:13][O:14][CH3:15])=[O:12])=[CH:7][C:2]([NH:27][C:25]2[C:24]([CH3:28])=[N:23][N:22]([CH3:21])[CH:26]=2)=[N:3][CH:4]=1. The yield is 0.180. (5) The reactants are Cl[C:2]1[CH:7]=[C:6](/[CH:8]=[CH:9]/[CH:10]([C:15]2[CH:20]=[C:19]([Cl:21])[CH:18]=[C:17]([Cl:22])[CH:16]=2)[C:11]([F:14])([F:13])[F:12])[CH:5]=[CH:4][C:3]=1[CH2:23][NH2:24].[C:25](OC(=O)C)(=[O:27])[CH3:26]. The catalyst is C(Cl)Cl.O. The product is [Cl:22][C:17]1[CH:16]=[C:15]([CH:10]([C:11]([F:14])([F:12])[F:13])/[CH:9]=[CH:8]/[C:6]2[CH:7]=[CH:2][C:3]([CH2:23][NH:24][C:25](=[O:27])[CH3:26])=[CH:4][CH:5]=2)[CH:20]=[C:19]([Cl:21])[CH:18]=1. The yield is 0.600. (6) The reactants are Cl[C:2]([C:4]1[CH:5]=[C:6]([S:10]([Cl:13])(=[O:12])=[O:11])[CH:7]=[CH:8][CH:9]=1)=[O:3].[CH3:14][OH:15]. The catalyst is C1COCC1. The product is [CH3:14][O:15][C:2]([C:4]1[CH:5]=[C:6]([S:10]([Cl:13])(=[O:12])=[O:11])[CH:7]=[CH:8][CH:9]=1)=[O:3]. The yield is 1.00. (7) The reactants are [C:1]([O:5][C:6]([N:8]1[CH2:12][C@H:11]([O:13][CH3:14])[CH2:10][C@@H:9]1[C:15]([OH:17])=O)=[O:7])([CH3:4])([CH3:3])[CH3:2].[NH2:18][C:19]1[CH:24]=[CH:23][C:22]([N:25]2[CH:30]=[CH:29][CH:28]=[CH:27][C:26]2=[O:31])=[CH:21][C:20]=1[F:32].CCOC1N(C(OCC)=O)C2C(=CC=CC=2)C=C1.C(N(CC)CC)C. The product is [C:1]([O:5][C:6]([N:8]1[CH2:12][C@H:11]([O:13][CH3:14])[CH2:10][C@@H:9]1[C:15](=[O:17])[NH:18][C:19]1[CH:24]=[CH:23][C:22]([N:25]2[CH:30]=[CH:29][CH:28]=[CH:27][C:26]2=[O:31])=[CH:21][C:20]=1[F:32])=[O:7])([CH3:2])([CH3:3])[CH3:4]. The yield is 0.740. The catalyst is C(Cl)(Cl)Cl.CCOC(C)=O. (8) The reactants are [C:1]([NH:4][C:5]1[CH:13]=[CH:12][CH:11]=[C:10]2[C:6]=1[C:7](=[O:33])[N:8]([CH:15]([C:20]1[CH:25]=[CH:24][C:23]([O:26][CH:27]([F:29])[F:28])=[C:22]([O:30][CH2:31][CH3:32])[CH:21]=1)[CH2:16][C:17]([OH:19])=O)[C:9]2=[O:14])(=[O:3])[CH3:2].C(N1C=CN=C1)(N1C=CN=C1)=O.[NH:46]1[CH2:51][CH2:50][O:49][CH2:48][CH2:47]1.O. The catalyst is O1CCCC1. The product is [F:28][CH:27]([F:29])[O:26][C:23]1[CH:24]=[CH:25][C:20]([CH:15]([N:8]2[C:7](=[O:33])[C:6]3[C:10](=[CH:11][CH:12]=[CH:13][C:5]=3[NH:4][C:1](=[O:3])[CH3:2])[C:9]2=[O:14])[CH2:16][C:17]([N:46]2[CH2:51][CH2:50][O:49][CH2:48][CH2:47]2)=[O:19])=[CH:21][C:22]=1[O:30][CH2:31][CH3:32]. The yield is 0.440.